This data is from Forward reaction prediction with 1.9M reactions from USPTO patents (1976-2016). The task is: Predict the product of the given reaction. Given the reactants [CH3:1][O:2][C:3]1[CH:4]=[C:5]2[C:10](=[CH:11][CH:12]=1)[C:9](=[O:13])[CH2:8][CH2:7][CH2:6]2.[Cl:14]N1C(=O)CCC1=O.S(=O)(=O)(O)O, predict the reaction product. The product is: [Cl:14][C:4]1[C:3]([O:2][CH3:1])=[CH:12][CH:11]=[C:10]2[C:5]=1[CH2:6][CH2:7][CH2:8][C:9]2=[O:13].